From a dataset of Forward reaction prediction with 1.9M reactions from USPTO patents (1976-2016). Predict the product of the given reaction. (1) Given the reactants Br[C:2]1[C:3]([O:15][CH3:16])=[CH:4][C:5]([C:8]2[CH:13]=[CH:12][CH:11]=[C:10]([F:14])[CH:9]=2)=[N:6][CH:7]=1.[NH2:17][C:18]1[CH:23]=[CH:22][C:21]([S:24][CH2:25][C:26]2[CH:31]=[CH:30][CH:29]=[CH:28][CH:27]=2)=[CH:20][C:19]=1/[CH:32]=[CH:33]/[C:34]([O:36][CH2:37][CH3:38])=[O:35].CC1(C)C2C(=C(P(C3C=CC=CC=3)C3C=CC=CC=3)C=CC=2)OC2C(P(C3C=CC=CC=3)C3C=CC=CC=3)=CC=CC1=2.C(=O)([O-])[O-].[Cs+].[Cs+], predict the reaction product. The product is: [CH2:25]([S:24][C:21]1[CH:22]=[CH:23][C:18]([NH:17][C:2]2[CH:7]=[N:6][C:5]([C:8]3[CH:13]=[CH:12][CH:11]=[C:10]([F:14])[CH:9]=3)=[CH:4][C:3]=2[O:15][CH3:16])=[C:19](/[CH:32]=[CH:33]/[C:34]([O:36][CH2:37][CH3:38])=[O:35])[CH:20]=1)[C:26]1[CH:27]=[CH:28][CH:29]=[CH:30][CH:31]=1. (2) Given the reactants C([Sn](CCCC)(CCCC)[C:6]1[N:7]=[CH:8][N:9]([C:11]2[CH:16]=[C:15]([C:17]([F:20])([F:19])[F:18])[CH:14]=[C:13]([C:21]3[CH:26]=[CH:25][C:24]([C:27]([F:30])([F:29])[F:28])=[CH:23][CH:22]=3)[N:12]=2)[CH:10]=1)CCC.Br[C:40]1[CH:41]=[C:42]([S:46]([NH:49][C:50]([CH3:54])([CH3:53])[CH2:51][OH:52])(=[O:48])=[O:47])[CH:43]=[CH:44][CH:45]=1.CCCCCCC, predict the reaction product. The product is: [OH:52][CH2:51][C:50]([NH:49][S:46]([C:42]1[CH:43]=[CH:44][CH:45]=[C:40]([C:6]2[N:7]=[CH:8][N:9]([C:11]3[CH:16]=[C:15]([C:17]([F:18])([F:19])[F:20])[CH:14]=[C:13]([C:21]4[CH:26]=[CH:25][C:24]([C:27]([F:29])([F:30])[F:28])=[CH:23][CH:22]=4)[N:12]=3)[CH:10]=2)[CH:41]=1)(=[O:48])=[O:47])([CH3:54])[CH3:53]. (3) Given the reactants [O:1]1[CH2:6][CH2:5][CH:4]([N:7]2[CH2:12][CH2:11][NH:10][CH2:9][CH2:8]2)[CH2:3][CH2:2]1.CNC.C(O)C.Br[CH2:20][C:21]([NH:23][C:24]1[S:25][C:26]([C:34]([CH:36]2[CH2:41][CH2:40][O:39][CH2:38][CH2:37]2)=[O:35])=[C:27]([C:29]2[O:30][CH:31]=[CH:32][CH:33]=2)[N:28]=1)=[O:22], predict the reaction product. The product is: [O:30]1[CH:31]=[CH:32][CH:33]=[C:29]1[C:27]1[N:28]=[C:24]([NH:23][C:21](=[O:22])[CH2:20][N:10]2[CH2:11][CH2:12][N:7]([CH:4]3[CH2:5][CH2:6][O:1][CH2:2][CH2:3]3)[CH2:8][CH2:9]2)[S:25][C:26]=1[C:34]([CH:36]1[CH2:37][CH2:38][O:39][CH2:40][CH2:41]1)=[O:35].